From a dataset of Catalyst prediction with 721,799 reactions and 888 catalyst types from USPTO. Predict which catalyst facilitates the given reaction. (1) Product: [CH3:9][C:4]1[CH:5]=[C:6]([CH3:8])[CH:7]=[C:2]([CH3:1])[C:3]=1[NH:10][C:11]([NH:13][C:14]1[C:15]([C:24]([N:26]2[CH2:31][CH2:30][NH:29][CH2:28][C@H:27]2[C:39]([O:41][CH3:42])=[O:40])=[O:25])=[CH:16][C:17]2[C:22]([CH:23]=1)=[CH:21][CH:20]=[CH:19][CH:18]=2)=[O:12]. The catalyst class is: 157. Reactant: [CH3:1][C:2]1[CH:7]=[C:6]([CH3:8])[CH:5]=[C:4]([CH3:9])[C:3]=1[NH:10][C:11]([NH:13][C:14]1[C:15]([C:24]([N:26]2[CH2:31][CH2:30][N:29](C(OC(C)(C)C)=O)[CH2:28][C@H:27]2[C:39]([O:41][CH3:42])=[O:40])=[O:25])=[CH:16][C:17]2[C:22]([CH:23]=1)=[CH:21][CH:20]=[CH:19][CH:18]=2)=[O:12]. (2) Reactant: [Br:1][C:2]1[C:15]([O:16][CH3:17])=[CH:14][C:13]2[C:4](=[C:5]([O:20][C@H:21]3[CH2:25][N:24](C(OC(C)(C)C)=O)[C@H:23]([C:33]([O:35][CH3:36])=[O:34])[CH2:22]3)[N:6]=[C:7]3[C:12]=2[CH:11]=[CH:10][C:9]([C:18]#[N:19])=[CH:8]3)[CH:3]=1.[ClH:37]. Product: [ClH:37].[Br:1][C:2]1[C:15]([O:16][CH3:17])=[CH:14][C:13]2[C:4](=[C:5]([O:20][C@H:21]3[CH2:25][NH:24][C@H:23]([C:33]([O:35][CH3:36])=[O:34])[CH2:22]3)[N:6]=[C:7]3[C:12]=2[CH:11]=[CH:10][C:9]([C:18]#[N:19])=[CH:8]3)[CH:3]=1. The catalyst class is: 2. (3) Reactant: [Cl:1]C1C=C(Cl)C=CC=1CNC([N:8]1[CH2:13][CH2:12][CH:11]([O:14][C:15]2[CH:20]=[CH:19][CH:18]=[CH:17][C:16]=2[C:21]#[N:22])[CH2:10][CH2:9]1)=O.Cl. Product: [ClH:1].[C:21]([C:16]1[CH:17]=[CH:18][CH:19]=[CH:20][C:15]=1[O:14][CH:11]1[CH2:12][CH2:13][NH:8][CH2:9][CH2:10]1)#[N:22]. The catalyst class is: 12. (4) Reactant: [CH3:1][O:2][C:3]1[CH:4]=[C:5]2[C:10](=[CH:11][C:12]=1[O:13][CH2:14][CH:15]1[CH2:20][CH2:19][NH:18][CH2:17][CH2:16]1)[N:9]=[CH:8][N:7]=[C:6]2[O:21][C:22]1[CH:23]=[C:24]2[C:28](=[CH:29][CH:30]=1)[NH:27][CH:26]=[C:25]2[CH3:31].[CH2:32]([N:34](CC)CC)[CH3:33].ClCC#N. Product: [C:32]([CH2:33][N:18]1[CH2:19][CH2:20][CH:15]([CH2:14][O:13][C:12]2[CH:11]=[C:10]3[C:5]([C:6]([O:21][C:22]4[CH:23]=[C:24]5[C:28](=[CH:29][CH:30]=4)[NH:27][CH:26]=[C:25]5[CH3:31])=[N:7][CH:8]=[N:9]3)=[CH:4][C:3]=2[O:2][CH3:1])[CH2:16][CH2:17]1)#[N:34]. The catalyst class is: 5.